Dataset: Catalyst prediction with 721,799 reactions and 888 catalyst types from USPTO. Task: Predict which catalyst facilitates the given reaction. (1) Reactant: Cl[C:2]1[CH:7]=[C:6]([Cl:8])[N:5]=[CH:4][C:3]=1[CH2:9][C:10]([NH2:12])=[O:11].[CH:13]1([NH2:19])[CH2:18][CH2:17][CH2:16][CH2:15][CH2:14]1.C(N(CC)C(C)C)(C)C. Product: [Cl:8][C:6]1[N:5]=[CH:4][C:3]([CH2:9][C:10]([NH2:12])=[O:11])=[C:2]([NH:19][CH:13]2[CH2:18][CH2:17][CH2:16][CH2:15][CH2:14]2)[CH:7]=1. The catalyst class is: 8. (2) Reactant: [C:1]1([CH2:7][CH2:8][CH2:9][C:10](Cl)=[O:11])[CH:6]=[CH:5][CH:4]=[CH:3][CH:2]=1.FC(F)(F)C(O)=O.[CH3:20][O:21][C:22](=[O:32])[C@@H:23]1[CH2:27][CH2:26][C@H:25]([C:28]([CH3:31])([CH3:30])[CH3:29])[NH:24]1.C(N(CC)CC)C. Product: [CH3:20][O:21][C:22](=[O:32])[C@@H:23]1[CH2:27][CH2:26][C@H:25]([C:28]([CH3:30])([CH3:29])[CH3:31])[N:24]1[C:10](=[O:11])[CH2:9][CH2:8][CH2:7][C:1]1[CH:6]=[CH:5][CH:4]=[CH:3][CH:2]=1. The catalyst class is: 4. (3) Reactant: [F:1][C:2]1[CH:27]=[CH:26][CH:25]=[CH:24][C:3]=1[CH2:4][N:5]1[C:9]2=[N:10][CH:11]=[CH:12][CH:13]=[C:8]2[C:7]([C:14]2[N:19]=[C:18]([CH3:20])[C:17]([C:21]([OH:23])=O)=[CH:16][N:15]=2)=[N:6]1.C(Cl)CCl.C1C=CC2N(O)N=[N:38]C=2C=1.N. Product: [F:1][C:2]1[CH:27]=[CH:26][CH:25]=[CH:24][C:3]=1[CH2:4][N:5]1[C:9]2=[N:10][CH:11]=[CH:12][CH:13]=[C:8]2[C:7]([C:14]2[N:19]=[C:18]([CH3:20])[C:17]([C:21]([NH2:38])=[O:23])=[CH:16][N:15]=2)=[N:6]1. The catalyst class is: 42. (4) Reactant: [Cl:1][C:2]1[CH:17]=[CH:16][C:5]([C:6]([NH:8][CH2:9][CH:10]2[CH2:15][CH2:14][O:13][CH2:12][CH2:11]2)=[O:7])=[CH:4][N:3]=1.[CH:18]1([Mg]Cl)[CH2:20][CH2:19]1.CO.ClC1C(=O)C(C#N)=C(C#N)C(=O)C=1Cl. Product: [Cl:1][C:2]1[CH:17]=[C:16]([CH:18]2[CH2:20][CH2:19]2)[C:5]([C:6]([NH:8][CH2:9][CH:10]2[CH2:15][CH2:14][O:13][CH2:12][CH2:11]2)=[O:7])=[CH:4][N:3]=1. The catalyst class is: 7. (5) Reactant: [C:1]1([C:7]2[CH:12]=[CH:11][N+:10]([O-])=[CH:9][CH:8]=2)[CH:6]=[CH:5][CH:4]=[CH:3][CH:2]=1.C[Si]([C:18]#[N:19])(C)C.C(Cl)(=O)C.C([O-])([O-])=O.[Na+].[Na+]. Product: [C:1]1([C:7]2[CH:12]=[CH:11][N:10]=[C:9]([C:18]#[N:19])[CH:8]=2)[CH:6]=[CH:5][CH:4]=[CH:3][CH:2]=1. The catalyst class is: 2. (6) Reactant: [Li][CH2:2][CH2:3][CH2:4][CH3:5].[C:6]1([C:12]#[CH:13])[CH:11]=[CH:10][CH:9]=[CH:8][CH:7]=1.Cl[Si:15](Cl)([CH3:17])[CH3:16]. Product: [CH3:16][Si:15]([CH3:17])([C:13]#[C:12][C:6]1[CH:11]=[CH:10][CH:9]=[CH:8][CH:7]=1)[C:2]#[C:3][C:4]1[CH:5]=[CH:5][CH:4]=[CH:3][CH:2]=1. The catalyst class is: 1. (7) Reactant: [C@@H:1]1([N:9]2[CH2:14][NH:13][C:12]([NH2:15])=[N:11][C:10]2=[O:16])[O:6][C@H:5]([CH2:7][OH:8])[C@@H:3]([OH:4])[CH2:2]1.[C:17](O)(=[O:33])[CH2:18][CH2:19][CH2:20][CH2:21][CH2:22][CH2:23][CH2:24][CH2:25][CH2:26][CH2:27][CH2:28][CH2:29][CH2:30][CH2:31][CH3:32]. Product: [C:17]([O:8][CH2:7][C@H:5]1[O:6][C@@H:1]([N:9]2[CH2:14][NH:13][C:12]([NH2:15])=[N:11][C:10]2=[O:16])[CH2:2][C@@H:3]1[OH:4])(=[O:33])[CH2:18][CH2:19][CH2:20][CH2:21][CH2:22][CH2:23][CH2:24][CH2:25][CH2:26][CH2:27][CH2:28][CH2:29][CH2:30][CH2:31][CH3:32]. The catalyst class is: 5.